From a dataset of Reaction yield outcomes from USPTO patents with 853,638 reactions. Predict the reaction yield, written as a fraction of the theoretical maximum amount of product (1.0 means a 100% yield; for example, 0.34 means a 34% yield). (1) The reactants are [C:1]([C:5]1[CH:11]=[CH:10][C:9]([N+:12]([O-:14])=[O:13])=[CH:8][C:6]=1N)([CH3:4])([CH3:3])[CH3:2].N([O-])=[O:16].[Na+].NC(N)=O.OS(O)(=O)=O.O. The catalyst is OS(O)(=O)=O.O. The product is [C:1]([C:5]1[CH:11]=[CH:10][C:9]([N+:12]([O-:14])=[O:13])=[CH:8][C:6]=1[OH:16])([CH3:4])([CH3:3])[CH3:2]. The yield is 0.620. (2) The reactants are Cl[CH2:2][CH2:3][C@H:4]([C:17]1[CH:22]=[CH:21][CH:20]=[CH:19][CH:18]=1)[O:5][C:6]1[CH:11]=[CH:10][C:9]([O:12][C:13](=[O:15])[CH3:14])=[CH:8][C:7]=1[CH3:16].CC(C)=O.[I-:27].[K+]. The catalyst is C(OCC)C. The product is [I:27][CH2:2][CH2:3][C@H:4]([C:17]1[CH:22]=[CH:21][CH:20]=[CH:19][CH:18]=1)[O:5][C:6]1[CH:11]=[CH:10][C:9]([O:12][C:13](=[O:15])[CH3:14])=[CH:8][C:7]=1[CH3:16]. The yield is 0.700. (3) The reactants are [F:1][C:2]1[CH:3]=[C:4]([CH:7]=[C:8]([F:11])[C:9]=1[OH:10])[C:5]#[N:6].C([O-])([O-])=O.[K+].[K+].[Br:18][CH2:19][CH2:20][CH2:21]Br. The catalyst is CN(C=O)C. The product is [Br:18][CH2:19][CH2:20][CH2:21][O:10][C:9]1[C:2]([F:1])=[CH:3][C:4]([C:5]#[N:6])=[CH:7][C:8]=1[F:11]. The yield is 0.200.